The task is: Predict the reactants needed to synthesize the given product.. This data is from Full USPTO retrosynthesis dataset with 1.9M reactions from patents (1976-2016). (1) Given the product [C:14]([OH:16])(=[O:15])/[CH:13]=[CH:2]/[C:3]1[CH:11]=[CH:10][C:8]([OH:9])=[C:5]([O:6][CH3:7])[CH:4]=1, predict the reactants needed to synthesize it. The reactants are: O=[CH:2][C:3]1[CH:11]=[CH:10][C:8]([OH:9])=[C:5]([O:6][CH3:7])[CH:4]=1.C(O)(=O)[CH2:13][C:14]([OH:16])=[O:15]. (2) Given the product [NH2:12][C:9]1[CH:8]=[C:7]([C:13]2[CH:18]=[CH:17][C:16]([Cl:19])=[C:15]([O:20][CH2:21][CH:22]([F:24])[F:23])[C:14]=2[F:25])[N:6]=[C:5]([C:3]([OH:4])=[O:2])[C:10]=1[Cl:11], predict the reactants needed to synthesize it. The reactants are: C[O:2][C:3]([C:5]1[C:10]([Cl:11])=[C:9]([NH2:12])[CH:8]=[C:7]([C:13]2[CH:18]=[CH:17][C:16]([Cl:19])=[C:15]([O:20][CH2:21][CH:22]([F:24])[F:23])[C:14]=2[F:25])[N:6]=1)=[O:4].Cl. (3) Given the product [CH:35]1([NH:34][C:32](=[O:33])[C:31]2[CH:38]=[CH:39][C:28]([C:25]3[N:23]4[N:24]=[C:19]([C:16]5([C:10]6[CH:11]=[C:12]([F:15])[CH:13]=[CH:14][C:9]=6[OH:8])[CH2:17][CH2:18]5)[CH:20]=[C:21]([NH:41][CH2:42][CH2:43][C:44]([F:47])([F:45])[F:46])[C:22]4=[N:27][CH:26]=3)=[CH:29][C:30]=2[CH3:40])[CH2:36][CH2:37]1, predict the reactants needed to synthesize it. The reactants are: C([O:8][C:9]1[CH:14]=[CH:13][C:12]([F:15])=[CH:11][C:10]=1[C:16]1([C:19]2[CH:20]=[C:21]([NH:41][CH2:42][CH2:43][C:44]([F:47])([F:46])[F:45])[C:22]3[N:23]([C:25]([C:28]4[CH:39]=[CH:38][C:31]([C:32]([NH:34][CH:35]5[CH2:37][CH2:36]5)=[O:33])=[C:30]([CH3:40])[CH:29]=4)=[CH:26][N:27]=3)[N:24]=2)[CH2:18][CH2:17]1)C1C=CC=CC=1.